Dataset: Catalyst prediction with 721,799 reactions and 888 catalyst types from USPTO. Task: Predict which catalyst facilitates the given reaction. (1) Reactant: Cl[C:2]1[CH:7]=[C:6]([C:8]2[CH:13]=[CH:12][CH:11]=[C:10]([CH3:14])[C:9]=2[CH3:15])[N:5]=[C:4]([NH2:16])[N:3]=1.[NH2:17][CH2:18][CH2:19][O:20][C:21]1[CH:26]=[CH:25][CH:24]=[CH:23][C:22]=1[Cl:27]. Product: [Cl:27][C:22]1[CH:23]=[CH:24][CH:25]=[CH:26][C:21]=1[O:20][CH2:19][CH2:18][NH:17][C:2]1[CH:7]=[C:6]([C:8]2[CH:13]=[CH:12][CH:11]=[C:10]([CH3:14])[C:9]=2[CH3:15])[N:5]=[C:4]([NH2:16])[N:3]=1. The catalyst class is: 5. (2) Reactant: [Cl:1][C:2]1[CH:7]=[CH:6][C:5]([CH:8]2[O:12][CH:11]([CH2:13][CH2:14][OH:15])[CH2:10][O:9]2)=[CH:4][CH:3]=1.C1(P(C2C=CC=CC=2)C2C=CC=CC=2)C=CC=CC=1.N(C(OC(C)C)=O)=NC(OC(C)C)=O.[Cl:49][C:50]([Cl:63])=[CH:51][CH2:52][O:53][C:54]1[CH:59]=[C:58]([Cl:60])[C:57](O)=[C:56]([Cl:62])[CH:55]=1. Product: [Cl:60][C:58]1[CH:59]=[C:54]([O:53][CH2:52][CH:51]=[C:50]([Cl:63])[Cl:49])[CH:55]=[C:56]([Cl:62])[C:57]=1[O:15][CH2:14][CH2:13][CH:11]1[CH2:10][O:9][CH:8]([C:5]2[CH:4]=[CH:3][C:2]([Cl:1])=[CH:7][CH:6]=2)[O:12]1. The catalyst class is: 7. (3) Reactant: [P:1]([OH:4])([OH:3])[OH:2].[CH2:5]([Si:7]([CH2:18][CH3:19])([CH2:16][CH3:17])O[Si:7]([CH2:18][CH3:19])([CH2:16][CH3:17])[CH2:5][CH3:6])[CH3:6]. Product: [CH2:5]([Si:7]([O:2][PH:1](=[O:4])[O:3][Si:7]([CH2:5][CH3:6])([CH2:16][CH3:17])[CH2:18][CH3:19])([CH2:18][CH3:19])[CH2:16][CH3:17])[CH3:6]. The catalyst class is: 530. (4) Reactant: [C:1]12[CH2:8][CH2:7][C:6]1=[CH:5][CH:4]=[C:3]([N:9]([C:18]1[CH:23]=[CH:22][CH:21]=[CH:20][CH:19]=1)[C:10]1[CH:17]=[CH:16][C:15]3[CH2:14][CH2:13][C:12]=3[CH:11]=1)[CH:2]=2.[Br:24]N1C(=O)CCC1=O.C1(C)C=CC=CC=1. Product: [C:1]12[CH2:8][CH2:7][C:6]1=[CH:5][CH:4]=[C:3]([N:9]([C:18]1[CH:23]=[CH:22][C:21]([Br:24])=[CH:20][CH:19]=1)[C:10]1[CH:17]=[CH:16][C:15]3[CH2:14][CH2:13][C:12]=3[CH:11]=1)[CH:2]=2. The catalyst class is: 3. (5) Reactant: [CH2:1]=O.Cl.[CH3:4][NH:5][CH3:6].[CH3:7][N:8]1[CH:12]=[CH:11][CH:10]=[CH:9]1.[OH-].[Na+]. The catalyst class is: 28. Product: [CH3:4][N:5]([CH2:1][C:9]1[N:8]([CH3:7])[CH:12]=[CH:11][CH:10]=1)[CH3:6]. (6) The catalyst class is: 406. Reactant: [Cl:1][C:2]1[CH:7]=[CH:6][CH:5]=[C:4]([N+:8]([O-])=O)[C:3]=1[NH:11][C:12]1[CH:17]=[CH:16][CH:15]=[CH:14][CH:13]=1.[NH4+].[Cl-]. Product: [Cl:1][C:2]1[CH:7]=[CH:6][CH:5]=[C:4]([NH2:8])[C:3]=1[NH:11][C:12]1[CH:13]=[CH:14][CH:15]=[CH:16][CH:17]=1. (7) Reactant: [Cl:1][C:2]1[CH:3]=[C:4]([C:10]([N:12]2[C:17]3[CH:18]=[C:19]([N+:22]([O-])=O)[CH:20]=[CH:21][C:16]=3[O:15][CH2:14][CH2:13]2)=[O:11])[CH:5]=[C:6]([Cl:9])[C:7]=1[OH:8]. Product: [NH2:22][C:19]1[CH:20]=[CH:21][C:16]2[O:15][CH2:14][CH2:13][N:12]([C:10]([C:4]3[CH:3]=[C:2]([Cl:1])[C:7]([OH:8])=[C:6]([Cl:9])[CH:5]=3)=[O:11])[C:17]=2[CH:18]=1. The catalyst class is: 457.